This data is from hERG Central: cardiac toxicity at 1µM, 10µM, and general inhibition. The task is: Predict hERG channel inhibition at various concentrations. (1) The drug is Cc1ccc(-c2nn(-c3cccc(F)c3)cc2CNCc2cccnc2)o1. Results: hERG_inhib (hERG inhibition (general)): blocker. (2) The compound is CCCNCC(O)COc1ccccc1C(=O)CCc1ccccc1.Cl. Results: hERG_inhib (hERG inhibition (general)): blocker. (3) The drug is O=C(Nc1ccccc1Oc1cccnc1)C1CCCN(C/C=C/c2ccccc2)C1. Results: hERG_inhib (hERG inhibition (general)): blocker. (4) The molecule is O=C(CN(Cc1ccccc1)S(=O)(=O)c1ccc(Br)cc1)NCC1CCCO1. Results: hERG_inhib (hERG inhibition (general)): blocker. (5) The drug is CN(C)CCCN(C(=O)c1ccco1)c1nc2c(F)cccc2s1.Cl. Results: hERG_inhib (hERG inhibition (general)): blocker. (6) The drug is CC(C)Cn1c(N)c(C(=O)COC(=O)Cc2cccc(C(F)(F)F)c2)c(=O)n(C)c1=O. Results: hERG_inhib (hERG inhibition (general)): blocker.